This data is from Reaction yield outcomes from USPTO patents with 853,638 reactions. The task is: Predict the reaction yield, written as a fraction of the theoretical maximum amount of product (1.0 means a 100% yield; for example, 0.34 means a 34% yield). (1) The reactants are F[C:2]1[CH:7]=[CH:6][C:5]([N+:8]([O-:10])=[O:9])=[C:4]([CH3:11])[N:3]=1.[NH:12]1[CH2:17][CH2:16][O:15][CH2:14][CH2:13]1.C(=O)([O-])[O-].[K+].[K+]. The catalyst is CS(C)=O. The product is [CH3:11][C:4]1[N:3]=[C:2]([N:12]2[CH2:17][CH2:16][O:15][CH2:14][CH2:13]2)[CH:7]=[CH:6][C:5]=1[N+:8]([O-:10])=[O:9]. The yield is 0.990. (2) The product is [Cl:1][C:2]1[CH:11]=[C:10]([NH:12][C:13]2[CH:18]=[C:17]([CH3:19])[CH:16]=[CH:15][C:14]=2[CH3:20])[C:5]([C:6]([OH:8])=[O:7])=[CH:4][N:3]=1. The catalyst is C(O)C. The yield is 0.490. The reactants are [Cl:1][C:2]1[CH:11]=[C:10]([NH:12][C:13]2[CH:18]=[C:17]([CH3:19])[CH:16]=[CH:15][C:14]=2[CH3:20])[C:5]([C:6]([O:8]C)=[O:7])=[CH:4][N:3]=1.[OH-].[Na+]. (3) The reactants are C([N-]C(C)C)(C)C.[Li+].[Cl:9][C:10]1[C:15]([F:16])=[CH:14][CH:13]=[CH:12][N:11]=1.[I:17]I.S(S([O-])=O)([O-])(=O)=O.[Na+].[Na+]. The catalyst is O1CCCC1. The product is [Cl:9][C:10]1[C:15]([F:16])=[C:14]([I:17])[CH:13]=[CH:12][N:11]=1. The yield is 0.460.